Dataset: Catalyst prediction with 721,799 reactions and 888 catalyst types from USPTO. Task: Predict which catalyst facilitates the given reaction. Reactant: Cl.[O:2]1[C:6]2[CH:7]=[CH:8][CH:9]=[C:10]([CH:11]3[CH2:16][CH2:15][N:14]([CH2:17][CH2:18][C@H:19]4[CH2:24][CH2:23][C@H:22]([NH2:25])[CH2:21][CH2:20]4)[CH2:13][CH2:12]3)[C:5]=2[O:4][CH2:3]1.C(N(CC)CC)C.[C:33](Cl)(=[O:36])[O:34][CH3:35]. Product: [CH3:35][O:34][C:33](=[O:36])[NH:25][C@H:22]1[CH2:21][CH2:20][C@H:19]([CH2:18][CH2:17][N:14]2[CH2:15][CH2:16][CH:11]([C:10]3[C:5]4[O:4][CH2:3][O:2][C:6]=4[CH:7]=[CH:8][CH:9]=3)[CH2:12][CH2:13]2)[CH2:24][CH2:23]1. The catalyst class is: 4.